Predict the product of the given reaction. From a dataset of Forward reaction prediction with 1.9M reactions from USPTO patents (1976-2016). (1) Given the reactants [F:1][C:2]1[CH:7]=[CH:6][CH:5]=[C:4]([F:8])[C:3]=1[N:9]1[C:17]2[CH:16]=[CH:15][N:14]=[C:13]([O:18][CH3:19])[C:12]=2[C:11]([C:20]2[CH:25]=[CH:24][C:23]([CH:26]3[CH2:31][CH2:30][NH:29][CH2:28][CH2:27]3)=[CH:22][CH:21]=2)=[N:10]1.C(N(CC)CC)C.[C:39](Cl)(=[O:41])[CH3:40].C(=O)([O-])O.[Na+], predict the reaction product. The product is: [F:8][C:4]1[CH:5]=[CH:6][CH:7]=[C:2]([F:1])[C:3]=1[N:9]1[C:17]2[CH:16]=[CH:15][N:14]=[C:13]([O:18][CH3:19])[C:12]=2[C:11]([C:20]2[CH:25]=[CH:24][C:23]([CH:26]3[CH2:31][CH2:30][N:29]([C:39](=[O:41])[CH3:40])[CH2:28][CH2:27]3)=[CH:22][CH:21]=2)=[N:10]1. (2) Given the reactants C([CH2:4][C@H:5]1[C@@H:9]([CH2:10][C:11]([OH:13])=O)[CH2:8][N:7]([C:14]([O:16][C:17]([CH3:20])([CH3:19])[CH3:18])=[O:15])[CH2:6]1)(O)=O.C([O-])(=O)C.[Na+], predict the reaction product. The product is: [O:13]=[C:11]1[CH2:4][C@@H:5]2[CH2:6][N:7]([C:14]([O:16][C:17]([CH3:18])([CH3:19])[CH3:20])=[O:15])[CH2:8][C@@H:9]2[CH2:10]1.